This data is from Forward reaction prediction with 1.9M reactions from USPTO patents (1976-2016). The task is: Predict the product of the given reaction. Given the reactants B.O1CCCC1.[C:7]([O:11][C:12]([N:14]1[CH2:22][CH2:21][CH:17]([C:18](O)=[O:19])[CH2:16][CH2:15]1)=[O:13])([CH3:10])([CH3:9])[CH3:8].O.C([O-])([O-])=O.[K+].[K+], predict the reaction product. The product is: [C:7]([O:11][C:12]([N:14]1[CH2:22][CH2:21][CH:17]([CH2:18][OH:19])[CH2:16][CH2:15]1)=[O:13])([CH3:10])([CH3:9])[CH3:8].